Dataset: PAMPA (Parallel Artificial Membrane Permeability Assay) permeability data from NCATS. Task: Regression/Classification. Given a drug SMILES string, predict its absorption, distribution, metabolism, or excretion properties. Task type varies by dataset: regression for continuous measurements (e.g., permeability, clearance, half-life) or binary classification for categorical outcomes (e.g., BBB penetration, CYP inhibition). Dataset: pampa_ncats. (1) The drug is C1=CC=C(C(=C1)C(=O)NCC2=CC=CO2)NC(=O)C3=CC=CC=C3NC(=O)C4=CC=CO4. The result is 1 (high permeability). (2) The compound is COC1=CC=CC(=C1)NS(=O)(=O)C2=CC=C(C=C2)NCC3=C(C(=CC=C3)OC)O. The result is 1 (high permeability). (3) The molecule is CCOC1=C(C=C(C=C1)CCNC(=O)C2=CC3=CC=CC=C3N2CC4=CC=CC(=N4)C)OCC. The result is 1 (high permeability). (4) The molecule is C1=CC=NC(=C1)C2=CSC(=N2)NC(=O)C3=CC(=CC=C3)N4C=NN=N4. The result is 1 (high permeability). (5) The drug is C1CN(CCC1C(=O)N)C2=NC(=CS2)C3=CC(=CC=C3)[N+](=O)[O-]. The result is 1 (high permeability). (6) The molecule is C1CN(CCC1C(=O)NCCCC2=CC=CC=C2)C3=NC(=CS3)C4=CC=C(C=C4)Br. The result is 1 (high permeability). (7) The drug is COC1=CC2=C(C=C1)NC(=O)C(=C2)C3=NOC(=N3)C4=CC=C(C=C4)F. The result is 1 (high permeability).